From a dataset of Reaction yield outcomes from USPTO patents with 853,638 reactions. Predict the reaction yield, written as a fraction of the theoretical maximum amount of product (1.0 means a 100% yield; for example, 0.34 means a 34% yield). The reactants are [F:1][C:2]1[CH:3]=[C:4]([C:8]2[S:9][C:10]([N:13]([C:21]([O:23][C:24]([CH3:27])([CH3:26])[CH3:25])=[O:22])[C:14]([O:16][C:17]([CH3:20])([CH3:19])[CH3:18])=[O:15])=[CH:11][N:12]=2)[CH:5]=[N:6][CH:7]=1.[B-](F)(F)(F)[F:29].[B-](F)(F)(F)F.C1[N+]2(CCl)CC[N+](F)(CC2)C1.O. The catalyst is C(#N)C.CN(C=O)C. The product is [F:29][C:11]1[N:12]=[C:8]([C:4]2[CH:5]=[N:6][CH:7]=[C:2]([F:1])[CH:3]=2)[S:9][C:10]=1[N:13]([C:14]([O:16][C:17]([CH3:18])([CH3:19])[CH3:20])=[O:15])[C:21]([O:23][C:24]([CH3:27])([CH3:26])[CH3:25])=[O:22]. The yield is 0.820.